This data is from Full USPTO retrosynthesis dataset with 1.9M reactions from patents (1976-2016). The task is: Predict the reactants needed to synthesize the given product. (1) Given the product [C:14]([OH:27])(=[O:26])[CH:15]=[CH2:16].[NH2:8][C:51]([O:55][CH2:56][CH3:57])=[O:54], predict the reactants needed to synthesize it. The reactants are: CC1C(N=C=O)=CC([N:8]=C=O)=CC=1.[C:14]([O-:27])(=[O:26])[CH2:15][CH2:16]CCCCCCCCC.[C:14]([O-:27])(=[O:26])[CH2:15][CH2:16]CCCCCCCCC.C([Sn+2]CCCC)CCC.[C:51]([O:55][CH2:56][CH2:57]CO)(=[O:54])C=C.CC(O)COC(CO)C. (2) Given the product [C:41](=[O:52])([O:45][C:46]1[CH:47]=[CH:48][CH:49]=[CH:50][CH:51]=1)[O:42][CH2:43][N:14]1[C:11]2=[N:12][CH:13]=[C:8]([C:5]3[CH:6]=[CH:7][C:2]([Cl:1])=[CH:3][CH:4]=3)[CH:9]=[C:10]2[C:16]([C:17](=[O:18])[C:19]2[C:24]([F:25])=[CH:23][CH:22]=[C:21]([NH:26][S:27]([CH2:30][CH2:31][CH3:32])(=[O:28])=[O:29])[C:20]=2[F:33])=[CH:15]1, predict the reactants needed to synthesize it. The reactants are: [Cl:1][C:2]1[CH:7]=[CH:6][C:5]([C:8]2[CH:9]=[C:10]3[C:16]([C:17]([C:19]4[C:20]([F:33])=[C:21]([NH:26][S:27]([CH2:30][CH2:31][CH3:32])(=[O:29])=[O:28])[CH:22]=[CH:23][C:24]=4[F:25])=[O:18])=[CH:15][NH:14][C:11]3=[N:12][CH:13]=2)=[CH:4][CH:3]=1.CCN(CC)CC.[C:41](=[O:52])([O:45][C:46]1[CH:51]=[CH:50][CH:49]=[CH:48][CH:47]=1)[O:42][CH2:43]Cl. (3) Given the product [CH2:4]([C:5]1([CH3:6])[CH2:28][CH2:26][N:25]([C:2]2[N:7]3[CH:8]=[C:9]([C:11]([O:13][CH2:14][CH3:15])=[O:12])[N:10]=[C:6]3[CH:5]=[C:4]([CH3:16])[C:3]=2[C:17](=[O:22])[C:18]([O:20][CH3:21])=[O:19])[CH2:29][CH2:31]1)[CH2:3][CH:17]=[CH2:18], predict the reactants needed to synthesize it. The reactants are: Cl[C:2]1[N:7]2[CH:8]=[C:9]([C:11]([O:13][CH2:14][CH3:15])=[O:12])[N:10]=[C:6]2[CH:5]=[C:4]([CH3:16])[C:3]=1[C:17](=[O:22])[C:18]([O:20][CH3:21])=[O:19].CC[N:25]([CH:29]([CH3:31])C)[CH:26]([CH3:28])C.C([O-])(O)=O.[Na+]. (4) Given the product [Br:1][C:2]1[C:3]([O:12][CH2:21][CH2:20][Br:19])=[C:4]([C:9](=[O:11])[CH3:10])[CH:5]=[C:6]([Cl:8])[CH:7]=1, predict the reactants needed to synthesize it. The reactants are: [Br:1][C:2]1[C:3]([OH:12])=[C:4]([C:9](=[O:11])[CH3:10])[CH:5]=[C:6]([Cl:8])[CH:7]=1.C(=O)([O-])[O-].[K+].[K+].[Br:19][CH2:20][CH2:21]Br. (5) Given the product [CH:21]1([NH:24][CH2:25][C@@H:26]2[C@H:30]([F:31])[CH2:29][N:28]([C:11]3[CH:10]=[C:9]4[C:4]([C:5](=[O:20])[C:6]([C:17]([OH:19])=[O:18])=[CH:7][N:8]4[C@@H:13]4[CH2:15][C@@H:14]4[F:16])=[CH:3][C:2]=3[F:1])[CH2:27]2)[CH2:23][CH2:22]1, predict the reactants needed to synthesize it. The reactants are: [F:1][C:2]1[CH:3]=[C:4]2[C:9](=[CH:10][C:11]=1F)[N:8]([C@@H:13]1[CH2:15][C@@H:14]1[F:16])[CH:7]=[C:6]([C:17]([OH:19])=[O:18])[C:5]2=[O:20].[CH:21]1([NH:24][CH2:25][C@@H:26]2[C@H:30]([F:31])[CH2:29][NH:28][CH2:27]2)[CH2:23][CH2:22]1. (6) Given the product [CH:12]1([NH:18][C:19]([NH:1][C:2]2[CH:3]=[C:4]3[C:9](=[CH:10][CH:11]=2)[N:8]=[CH:7][CH:6]=[CH:5]3)=[O:20])[CH2:17][CH2:16][CH2:15][CH2:14][CH2:13]1, predict the reactants needed to synthesize it. The reactants are: [NH2:1][C:2]1[CH:3]=[C:4]2[C:9](=[CH:10][CH:11]=1)[N:8]=[CH:7][CH:6]=[CH:5]2.[CH:12]1([N:18]=[C:19]=[O:20])[CH2:17][CH2:16][CH2:15][CH2:14][CH2:13]1. (7) Given the product [Br:1][C:2]1[CH:3]=[C:4]2[C:5]([C:6]([NH2:7])=[N:12][NH:13]2)=[C:8]([F:10])[CH:9]=1, predict the reactants needed to synthesize it. The reactants are: [Br:1][C:2]1[CH:9]=[C:8]([F:10])[C:5]([C:6]#[N:7])=[C:4](F)[CH:3]=1.[NH2:12][NH2:13].CCN(C(C)C)C(C)C. (8) The reactants are: [Si]([O:8][C:9]1[CH:17]=[C:16]2[C:12]([C:13]([I:26])=[N:14][N:15]2[CH2:18][C:19]([O:21][C:22]([CH3:25])([CH3:24])[CH3:23])=[O:20])=[CH:11][CH:10]=1)(C(C)(C)C)(C)C.CCCC[N+](CCCC)(CCCC)CCCC.[F-]. Given the product [OH:8][C:9]1[CH:17]=[C:16]2[C:12]([C:13]([I:26])=[N:14][N:15]2[CH2:18][C:19]([O:21][C:22]([CH3:24])([CH3:23])[CH3:25])=[O:20])=[CH:11][CH:10]=1, predict the reactants needed to synthesize it.